This data is from Merck oncology drug combination screen with 23,052 pairs across 39 cell lines. The task is: Regression. Given two drug SMILES strings and cell line genomic features, predict the synergy score measuring deviation from expected non-interaction effect. (1) Drug 2: CCc1cnn2c(NCc3ccc[n+]([O-])c3)cc(N3CCCCC3CCO)nc12. Synergy scores: synergy=-27.1. Drug 1: N.N.O=C(O)C1(C(=O)O)CCC1.[Pt]. Cell line: SKOV3. (2) Drug 1: COc1cc(C2c3cc4c(cc3C(OC3OC5COC(C)OC5C(O)C3O)C3COC(=O)C23)OCO4)cc(OC)c1O. Drug 2: COC1=C2CC(C)CC(OC)C(O)C(C)C=C(C)C(OC(N)=O)C(OC)C=CC=C(C)C(=O)NC(=CC1=O)C2=O. Cell line: SW620. Synergy scores: synergy=10.1. (3) Drug 1: CCN(CC)CCNC(=O)c1c(C)[nH]c(C=C2C(=O)Nc3ccc(F)cc32)c1C. Drug 2: C=CCn1c(=O)c2cnc(Nc3ccc(N4CCN(C)CC4)cc3)nc2n1-c1cccc(C(C)(C)O)n1. Cell line: OVCAR3. Synergy scores: synergy=1.03. (4) Drug 1: O=S1(=O)NC2(CN1CC(F)(F)F)C1CCC2Cc2cc(C=CCN3CCC(C(F)(F)F)CC3)ccc2C1. Drug 2: COC1CC2CCC(C)C(O)(O2)C(=O)C(=O)N2CCCCC2C(=O)OC(C(C)CC2CCC(OP(C)(C)=O)C(OC)C2)CC(=O)C(C)C=C(C)C(O)C(OC)C(=O)C(C)CC(C)C=CC=CC=C1C. Cell line: NCIH2122. Synergy scores: synergy=2.41. (5) Drug 1: O=c1[nH]cc(F)c(=O)[nH]1. Drug 2: CC1(c2nc3c(C(N)=O)cccc3[nH]2)CCCN1. Cell line: LNCAP. Synergy scores: synergy=1.63. (6) Drug 1: CCC1(O)CC2CN(CCc3c([nH]c4ccccc34)C(C(=O)OC)(c3cc4c(cc3OC)N(C)C3C(O)(C(=O)OC)C(OC(C)=O)C5(CC)C=CCN6CCC43C65)C2)C1. Drug 2: CNC(=O)c1cc(Oc2ccc(NC(=O)Nc3ccc(Cl)c(C(F)(F)F)c3)cc2)ccn1. Cell line: ES2. Synergy scores: synergy=34.6. (7) Drug 1: CCC1=CC2CN(C1)Cc1c([nH]c3ccccc13)C(C(=O)OC)(c1cc3c(cc1OC)N(C)C1C(O)(C(=O)OC)C(OC(C)=O)C4(CC)C=CCN5CCC31C54)C2. Drug 2: Cc1nc(Nc2ncc(C(=O)Nc3c(C)cccc3Cl)s2)cc(N2CCN(CCO)CC2)n1. Cell line: A375. Synergy scores: synergy=32.2. (8) Drug 1: COc1cccc2c1C(=O)c1c(O)c3c(c(O)c1C2=O)CC(O)(C(=O)CO)CC3OC1CC(N)C(O)C(C)O1. Drug 2: NC1(c2ccc(-c3nc4ccn5c(=O)[nH]nc5c4cc3-c3ccccc3)cc2)CCC1. Cell line: CAOV3. Synergy scores: synergy=23.6.